Dataset: Peptide-MHC class I binding affinity with 185,985 pairs from IEDB/IMGT. Task: Regression. Given a peptide amino acid sequence and an MHC pseudo amino acid sequence, predict their binding affinity value. This is MHC class I binding data. (1) The peptide sequence is DLSRHSWDL. The MHC is HLA-B44:02 with pseudo-sequence HLA-B44:02. The binding affinity (normalized) is 0.0847. (2) The peptide sequence is FYYNAFHW. The MHC is HLA-C04:01 with pseudo-sequence HLA-C04:01. The binding affinity (normalized) is 0.0847. (3) The peptide sequence is GQFNRYAAM. The MHC is HLA-B57:01 with pseudo-sequence HLA-B57:01. The binding affinity (normalized) is 0.0847. (4) The binding affinity (normalized) is 0.0847. The peptide sequence is KLLQICMWF. The MHC is HLA-B44:02 with pseudo-sequence HLA-B44:02.